This data is from Tyrosyl-DNA phosphodiesterase HTS with 341,365 compounds. The task is: Binary Classification. Given a drug SMILES string, predict its activity (active/inactive) in a high-throughput screening assay against a specified biological target. (1) The drug is Fc1ccc(C(=O)Nc2ccc(n3nncc3c3occc3)cc2)cc1. The result is 0 (inactive). (2) The drug is S(=O)(=O)(N1C(OCC1)CNC(=O)C(=O)NCc1ncccc1)c1cc(c(OC)cc1)C. The result is 0 (inactive). (3) The molecule is s1c(nc2c1cccc2)COc1ccc(NC(=O)CCCC(O)=O)cc1. The result is 0 (inactive). (4) The compound is s1c2c(CCC2)c(c1NC(=O)CN1CCN(CC1)CC)C#N. The result is 0 (inactive).